Dataset: KCNQ2 potassium channel screen with 302,405 compounds. Task: Binary Classification. Given a drug SMILES string, predict its activity (active/inactive) in a high-throughput screening assay against a specified biological target. (1) The compound is O1C(OCc2ccc(cc2)CO)CC(c2ccccc2)C=C1C(=O)Nc1ccccc1. The result is 0 (inactive). (2) The result is 0 (inactive). The drug is Clc1ccc(S(=O)(=O)/C(=N/Nc2ccc(cc2)C)C(OCC)=O)cc1.